The task is: Predict which catalyst facilitates the given reaction.. This data is from Catalyst prediction with 721,799 reactions and 888 catalyst types from USPTO. Reactant: C[Mg]Br.[CH2:4]1COCC1.[N:9]1[CH:10]=[CH:11][N:12]2[C:20]3[C:15](=[N:16][CH:17]=[CH:18][CH:19]=3)[N:14]([C:21]3[CH:40]=[CH:39][C:24]([O:25][C:26]4[N:30]([CH2:31][C:32](=[O:34])[CH3:33])[C:29]5[CH:35]=[CH:36][CH:37]=[CH:38][C:28]=5[N:27]=4)=[CH:23][CH:22]=3)[C:13]=12.O. Product: [N:9]1[CH:10]=[CH:11][N:12]2[C:20]3[C:15](=[N:16][CH:17]=[CH:18][CH:19]=3)[N:14]([C:21]3[CH:22]=[CH:23][C:24]([O:25][C:26]4[N:30]([CH2:31][C:32]([CH3:4])([OH:34])[CH3:33])[C:29]5[CH:35]=[CH:36][CH:37]=[CH:38][C:28]=5[N:27]=4)=[CH:39][CH:40]=3)[C:13]=12. The catalyst class is: 1.